This data is from Full USPTO retrosynthesis dataset with 1.9M reactions from patents (1976-2016). The task is: Predict the reactants needed to synthesize the given product. (1) The reactants are: [Br:1][C:2]1[C:3]2[N:11]([C:12]3[C:17]([F:18])=[CH:16][CH:15]=[CH:14][C:13]=3[F:19])[N:10]=[C:9]([C:20]3[CH:25]=[CH:24][C:23]([CH2:26][C:27]#[N:28])=[CH:22][CH:21]=3)[C:4]=2[C:5](=[O:8])[NH:6][CH:7]=1.C(=O)([O-])[O-:30].[K+].[K+].OO.O. Given the product [Br:1][C:2]1[C:3]2[N:11]([C:12]3[C:17]([F:18])=[CH:16][CH:15]=[CH:14][C:13]=3[F:19])[N:10]=[C:9]([C:20]3[CH:25]=[CH:24][C:23]([CH2:26][C:27]([NH2:28])=[O:30])=[CH:22][CH:21]=3)[C:4]=2[C:5](=[O:8])[NH:6][CH:7]=1, predict the reactants needed to synthesize it. (2) Given the product [C:24]1([N:7]2[CH2:8][CH:9]([S:11]([C:14]3[CH:19]=[CH:18][CH:17]=[CH:16][C:15]=3[C:20]([F:21])([F:22])[F:23])(=[O:12])=[O:13])[CH2:10][CH:6]2[C:4]([OH:5])=[O:3])[C:33]2[C:28](=[CH:29][CH:30]=[CH:31][CH:32]=2)[CH:27]=[CH:26][CH:25]=1, predict the reactants needed to synthesize it. The reactants are: C([O:3][C:4]([CH:6]1[CH2:10][CH:9]([S:11]([C:14]2[CH:19]=[CH:18][CH:17]=[CH:16][C:15]=2[C:20]([F:23])([F:22])[F:21])(=[O:13])=[O:12])[CH2:8][N:7]1[C:24]1[C:33]2[C:28](=[CH:29][CH:30]=[CH:31][CH:32]=2)[CH:27]=[CH:26][CH:25]=1)=[O:5])C.[OH-].[Li+]. (3) Given the product [F:1][C:2]1[CH:10]=[C:9]([O:11][CH3:12])[C:8]([F:13])=[C:7]2[C:3]=1[CH2:4][CH2:5][C:6]2=[CH2:15], predict the reactants needed to synthesize it. The reactants are: [F:1][C:2]1[CH:10]=[C:9]([O:11][CH3:12])[C:8]([F:13])=[C:7]2[C:3]=1[CH2:4][CH2:5][C:6]2=O.[CH3:15]C(C)([O-])C.[K+].N#N. (4) Given the product [Cl:65][C:63]1[CH:64]=[C:59]([C:57]2[C:56]3[N:66]([CH2:69][C@H:70]4[CH2:71][CH2:72][C@H:73]([CH3:76])[CH2:74][CH2:75]4)[CH:67]=[N:68][C:55]=3[CH:54]=[C:53]([C:77]#[N:78])[N:58]=2)[CH:60]=[N:61][CH:62]=1, predict the reactants needed to synthesize it. The reactants are: C1C=CC(P(C2C=CC3C(=CC=CC=3)C=2C2C3C(=CC=CC=3)C=CC=2P(C2C=CC=CC=2)C2C=CC=CC=2)C2C=CC=CC=2)=CC=1.S(=O)(=O)(O)O.Cl[C:53]1[N:58]=[C:57]([C:59]2[CH:60]=[N:61][CH:62]=[C:63]([Cl:65])[CH:64]=2)[C:56]2[N:66]([CH2:69][C@H:70]3[CH2:75][CH2:74][C@H:73]([CH3:76])[CH2:72][CH2:71]3)[CH:67]=[N:68][C:55]=2[CH:54]=1.[CH3:77][N:78](C)C(=O)C. (5) Given the product [Cl:24][C:14]1[CH:13]=[C:12]([CH2:17][S:18]([CH3:21])(=[O:20])=[O:19])[N:11]=[C:10]([C:6]2[CH:5]=[C:4]3[C:9](=[CH:8][CH:7]=2)[NH:1][CH:2]=[CH:3]3)[N:15]=1, predict the reactants needed to synthesize it. The reactants are: [NH:1]1[C:9]2[C:4](=[CH:5][C:6]([C:10]3[NH:15][C:14](=O)[CH:13]=[C:12]([CH2:17][S:18]([CH3:21])(=[O:20])=[O:19])[N:11]=3)=[CH:7][CH:8]=2)[CH:3]=[CH:2]1.P(Cl)(Cl)([Cl:24])=O. (6) Given the product [C:36]([N:17]1[CH2:18][CH2:19][CH2:20][CH:15]([C:7]2[N:8]([CH3:14])[C:9](=[O:13])[C:10]3[C:5]([C:6]=2[C:21]2[CH:22]=[CH:23][CH:24]=[CH:25][CH:26]=2)=[CH:4][C:3]([O:2][CH3:1])=[CH:12][CH:11]=3)[CH2:16]1)(=[O:38])[CH3:37], predict the reactants needed to synthesize it. The reactants are: [CH3:1][O:2][C:3]1[CH:4]=[C:5]2[C:10](=[CH:11][CH:12]=1)[C:9](=[O:13])[N:8]([CH3:14])[C:7]([CH:15]1[CH2:20][CH2:19][CH2:18][NH:17][CH2:16]1)=[C:6]2[C:21]1[CH:26]=[CH:25][CH:24]=[CH:23][CH:22]=1.C(N(CC)C(C)C)(C)C.[C:36](Cl)(=[O:38])[CH3:37].C(=O)(O)[O-].[Na+].